From a dataset of Reaction yield outcomes from USPTO patents with 853,638 reactions. Predict the reaction yield, written as a fraction of the theoretical maximum amount of product (1.0 means a 100% yield; for example, 0.34 means a 34% yield). (1) The reactants are N=[C:2]1[C:6]2([CH2:11][CH2:10][CH2:9][CH2:8][CH2:7]2)[N:5]([C:12]2[CH:17]=[CH:16][C:15]([CH3:18])=[CH:14][CH:13]=2)[C:4](=[S:19])[N:3]1[C:20]1[CH:27]=[CH:26][C:23]([C:24]#[N:25])=[C:22]([C:28]([F:31])([F:30])[F:29])[CH:21]=1.C[OH:33].O. The catalyst is Cl. The product is [O:33]=[C:2]1[C:6]2([CH2:11][CH2:10][CH2:9][CH2:8][CH2:7]2)[N:5]([C:12]2[CH:17]=[CH:16][C:15]([CH3:18])=[CH:14][CH:13]=2)[C:4](=[S:19])[N:3]1[C:20]1[CH:27]=[CH:26][C:23]([C:24]#[N:25])=[C:22]([C:28]([F:31])([F:30])[F:29])[CH:21]=1. The yield is 0.950. (2) The reactants are [NH2:1][C:2]1[N:3]=[N:4][C:5]([O:8][CH3:9])=[CH:6][CH:7]=1.CC#N.N1C=CC=CC=1.[C:19]1([O:25][C:26](Cl)=[O:27])[CH:24]=[CH:23][CH:22]=[CH:21][CH:20]=1. The catalyst is C1COCC1. The product is [CH3:9][O:8][C:5]1[N:4]=[N:3][C:2]([NH:1][C:26](=[O:27])[O:25][C:19]2[CH:24]=[CH:23][CH:22]=[CH:21][CH:20]=2)=[CH:7][CH:6]=1. The yield is 0.810.